From a dataset of hERG potassium channel inhibition data for cardiac toxicity prediction from Karim et al.. Regression/Classification. Given a drug SMILES string, predict its toxicity properties. Task type varies by dataset: regression for continuous values (e.g., LD50, hERG inhibition percentage) or binary classification for toxic/non-toxic outcomes (e.g., AMES mutagenicity, cardiotoxicity, hepatotoxicity). Dataset: herg_karim. (1) The drug is O=c1c2cc(-c3ccc(Cl)cn3)cn2ncn1-c1ccc(N2CC[C@@H](O)C2)nc1. The result is 0 (non-blocker). (2) The compound is COc1cc([C@H]2CCN(CCO)C[C@@H]2O)ccc1Nc1ncc2ccc(-c3ccccc3OC)n2n1. The result is 1 (blocker). (3) The drug is O=C(CNC(=O)c1cccc(C(F)(F)F)c1)N[C@@H]1CCN([C@H]2CC[C@@](O)(c3ccncn3)CC2)C1. The result is 1 (blocker). (4) The molecule is Cc1c([C@@H](O)CN2CCC3(CC2)CCN(c2ccc(S(C)(=O)=O)nc2)C3)ccc2c1COC2=O. The result is 0 (non-blocker). (5) The molecule is C[N+]1([O-])[C@H]2CC[C@@H]1C[C@H](OC(=O)C(CO)c1ccccc1)C2. The result is 0 (non-blocker). (6) The drug is O=c1ccc2ncc(F)c3c2n1C[C@@]3(O)CC12CCC(NCc3ccc4c(n3)NCCO4)(CC1)CO2. The result is 0 (non-blocker). (7) The molecule is Cc1c2c(n3c1CCCN1CCOC[C@@H]1CNc1cc-3ccc1C(N)=O)CC(C)(C)CC2=O. The result is 0 (non-blocker).